This data is from Forward reaction prediction with 1.9M reactions from USPTO patents (1976-2016). The task is: Predict the product of the given reaction. (1) Given the reactants C(OC(=O)[NH:7][C:8]([CH3:38])([CH3:37])[C:9]([N:11]1[CH2:14][CH:13]([C:15]2[CH:36]=[CH:35][C:18]3[C:19]4[N:20]=[C:21]([C:27]5[N:28]([CH:32]([CH3:34])[CH3:33])[N:29]=[CH:30][N:31]=5)[S:22][C:23]=4[CH2:24][CH2:25][O:26][C:17]=3[CH:16]=2)[CH2:12]1)=[O:10])(C)(C)C.C(O)(C(F)(F)F)=O, predict the reaction product. The product is: [NH2:7][C:8]([CH3:38])([CH3:37])[C:9]([N:11]1[CH2:12][CH:13]([C:15]2[CH:36]=[CH:35][C:18]3[C:19]4[N:20]=[C:21]([C:27]5[N:28]([CH:32]([CH3:34])[CH3:33])[N:29]=[CH:30][N:31]=5)[S:22][C:23]=4[CH2:24][CH2:25][O:26][C:17]=3[CH:16]=2)[CH2:14]1)=[O:10]. (2) Given the reactants [Si](O)(O)(O)[OH:2].C(O[Si](OCC)(OCC)OCC)C.[P:19]([O-:23])([O-:22])([O-:21])=[O:20].[Ca+2:24].[P:25]([O-:29])([O-:28])([O-:27])=[O:26].[Ca+2].[Ca+2], predict the reaction product. The product is: [OH-:2].[O-:21][P:19]([O-:23])([O-:22])=[O:20].[O-:27][P:25]([O-:29])([O-:28])=[O:26].[O-:21][P:19]([O-:23])([O-:22])=[O:20].[Ca+2:24].[Ca+2:24].[Ca+2:24].[Ca+2:24].[Ca+2:24]. (3) Given the reactants Br[C:2]1[CH:9]=[CH:8][C:5]([C:6]#[N:7])=[C:4]([F:10])[C:3]=1[CH3:11].C(OC)(=O)[CH2:13][C:14]([O:16][CH3:17])=[O:15].C(=O)([O-])[O-].[K+].[K+].C(=O)([O-])O.[K+], predict the reaction product. The product is: [C:6]([C:5]1[CH:8]=[CH:9][C:2]([CH2:13][C:14]([O:16][CH3:17])=[O:15])=[C:3]([CH3:11])[C:4]=1[F:10])#[N:7]. (4) Given the reactants [CH3:1][C:2]1([CH3:21])[CH2:6][C:5]2[CH:7]=[C:8]([N:16]3[CH:20]=[N:19][N:18]=[N:17]3)[CH:9]=[C:10]([C:11]([O:13]CC)=[O:12])[C:4]=2[O:3]1.[OH-].[Li+].CO.O1CCCC1, predict the reaction product. The product is: [CH3:1][C:2]1([CH3:21])[CH2:6][C:5]2[CH:7]=[C:8]([N:16]3[CH:20]=[N:19][N:18]=[N:17]3)[CH:9]=[C:10]([C:11]([OH:13])=[O:12])[C:4]=2[O:3]1. (5) The product is: [O:37]=[C:18]1[O:17][C:16]2[CH:21]=[C:22]3[C:10]4([C:9]5[C:4](=[CH:5][CH:6]=[CH:7][CH:8]=5)[N:3]([CH2:23][C:24]5[C:29]([C:30]([OH:32])=[O:31])=[CH:28][CH:27]=[CH:26][N:25]=5)[CH2:2]4)[CH2:11][O:12][C:13]3=[CH:14][C:15]=2[O:20][CH2:19]1. Given the reactants O=[C:2]1[C:10]2([C:22]3[C:13](=[CH:14][C:15]4[O:20][CH2:19][CH2:18][O:17][C:16]=4[CH:21]=3)[O:12][CH2:11]2)[C:9]2[C:4](=[CH:5][CH:6]=[CH:7][CH:8]=2)[N:3]1[CH2:23][C:24]1[C:29]([C:30]([O:32]CC)=[O:31])=[CH:28][CH:27]=[CH:26][N:25]=1.[OH-].[Li+].[O:37]1CCCC1.O, predict the reaction product. (6) Given the reactants [Cl-].O[NH3+].C(O)C.CC[N:9](C(C)C)C(C)C.[Br:16][C:17]1[N:22]=[N:21][C:20]([NH:23][C:24]([NH:26]C(=O)OCC)=S)=[CH:19][CH:18]=1, predict the reaction product. The product is: [Br:16][C:17]1[CH:18]=[CH:19][C:20]2[N:21]([N:9]=[C:24]([NH2:26])[N:23]=2)[N:22]=1. (7) Given the reactants [C:1]([C:5]1[CH:6]=[C:7]([NH:18][C:19]([NH:21][C:22]2[CH:27]=[CH:26][C:25]([O:28][C:29]3[CH:34]=[CH:33][N:32]=[C:31]([CH3:35])[CH:30]=3)=[CH:24][C:23]=2[F:36])=[O:20])[N:8]([C:10]2[CH:15]=[CH:14][C:13]([CH2:16][OH:17])=[CH:12][CH:11]=2)[N:9]=1)([CH3:4])([CH3:3])[CH3:2].C([O-])([O-])=O.[K+].[K+].CS(Cl)(=O)=O.[CH3:48][O:49][CH2:50][CH2:51]O.C([O-])([O-])=O.[Na+].[Na+], predict the reaction product. The product is: [C:1]([C:5]1[CH:6]=[C:7]([NH:18][C:19]([NH:21][C:22]2[CH:27]=[CH:26][C:25]([O:28][C:29]3[CH:34]=[CH:33][N:32]=[C:31]([CH3:35])[CH:30]=3)=[CH:24][C:23]=2[F:36])=[O:20])[N:8]([C:10]2[CH:15]=[CH:14][C:13]([CH2:16][O:17][CH2:51][CH2:50][O:49][CH3:48])=[CH:12][CH:11]=2)[N:9]=1)([CH3:4])([CH3:3])[CH3:2].